This data is from Forward reaction prediction with 1.9M reactions from USPTO patents (1976-2016). The task is: Predict the product of the given reaction. (1) Given the reactants [Cl:1][C:2]1[C:3]([O:12][C:13]2[CH:18]=[C:17]([O:19][CH2:20][CH2:21][O:22][CH3:23])[CH:16]=[CH:15][C:14]=2/[CH:24]=[CH:25]/[C:26]([OH:28])=O)=[N:4][CH:5]=[C:6]([C:8]([F:11])([F:10])[F:9])[CH:7]=1.Cl.C(N=C=NCCCN(C)C)C.[CH3:41][C:42]1[CH:43]=[CH:44][C:45]([S:48]([NH2:51])(=[O:50])=[O:49])=[CH:46][CH:47]=1.Cl, predict the reaction product. The product is: [Cl:1][C:2]1[C:3]([O:12][C:13]2[CH:18]=[C:17]([O:19][CH2:20][CH2:21][O:22][CH3:23])[CH:16]=[CH:15][C:14]=2/[CH:24]=[CH:25]/[C:26]([NH:51][S:48]([C:45]2[CH:46]=[CH:47][C:42]([CH3:41])=[CH:43][CH:44]=2)(=[O:49])=[O:50])=[O:28])=[N:4][CH:5]=[C:6]([C:8]([F:9])([F:10])[F:11])[CH:7]=1. (2) Given the reactants [Cl:1][C:2]1[N:7]=[N:6][C:5]([C:8](OCC)=[O:9])=[C:4]([NH:13][C:14]2[CH:19]=[C:18]([CH3:20])[CH:17]=[C:16]([CH2:21][CH2:22][CH3:23])[N:15]=2)[CH:3]=1.CO.[NH3:26], predict the reaction product. The product is: [Cl:1][C:2]1[N:7]=[N:6][C:5]([C:8]([NH2:26])=[O:9])=[C:4]([NH:13][C:14]2[CH:19]=[C:18]([CH3:20])[CH:17]=[C:16]([CH2:21][CH2:22][CH3:23])[N:15]=2)[CH:3]=1. (3) The product is: [NH2:25][C:26]1[C:27]([C:36]([N:47]([CH2:46][C:40]2[CH:41]=[CH:42][CH:43]=[CH:44][CH:45]=2)[C@H:48]([C:50]([O:52][CH3:53])=[O:51])[CH3:49])=[O:38])=[CH:28][C:29]2[C:34]([CH:35]=1)=[CH:33][CH:32]=[CH:31][CH:30]=2. Given the reactants CN(C(ON1N=NC2C=CC=NC1=2)=[N+](C)C)C.F[P-](F)(F)(F)(F)F.[NH2:25][C:26]1[C:27]([C:36]([OH:38])=O)=[CH:28][C:29]2[C:34]([CH:35]=1)=[CH:33][CH:32]=[CH:31][CH:30]=2.Cl.[C:40]1([CH2:46][NH:47][C@H:48]([C:50]([O:52][CH3:53])=[O:51])[CH3:49])[CH:45]=[CH:44][CH:43]=[CH:42][CH:41]=1.C(N(C(C)C)CC)(C)C, predict the reaction product. (4) Given the reactants [F:1][C:2]1([F:19])[CH2:7][CH2:6][C:5]([OH:18])([C:8]([O:10]CC2C=CC=CC=2)=[O:9])[CH2:4][CH2:3]1.[H][H], predict the reaction product. The product is: [F:1][C:2]1([F:19])[CH2:3][CH2:4][C:5]([OH:18])([C:8]([OH:10])=[O:9])[CH2:6][CH2:7]1. (5) Given the reactants [CH:1]1(C#N)[C:10]2[C:5](=[CH:6][CH:7]=[CH:8][CH:9]=2)[CH2:4][CH2:3][CH2:2]1.Cl.[CH2:14](Br)[CH3:15].[C:17]([O-:20])([O-])=[O:18].[Cs+].[Cs+], predict the reaction product. The product is: [CH2:14]([O:20][C:17]([CH:4]1[C:5]2[C:10](=[CH:9][CH:8]=[CH:7][CH:6]=2)[CH2:1][CH2:2][CH2:3]1)=[O:18])[CH3:15]. (6) Given the reactants Br[C:2]1[CH:3]=[C:4]2[C:9](=[CH:10][CH:11]=1)[N:8]=[C:7]([CH3:12])[C:6]([C:13](=[O:18])[C:14]([F:17])([F:16])[F:15])=[C:5]2[C:19]1[CH:24]=[CH:23][CH:22]=[CH:21][CH:20]=1.[NH:25]1[CH2:28][CH:27]([OH:29])[CH2:26]1, predict the reaction product. The product is: [F:15][C:14]([F:17])([F:16])[C:13]([C:6]1[C:7]([CH3:12])=[N:8][C:9]2[C:4]([C:5]=1[C:19]1[CH:24]=[CH:23][CH:22]=[CH:21][CH:20]=1)=[CH:3][C:2]([N:25]1[CH2:28][CH:27]([OH:29])[CH2:26]1)=[CH:11][CH:10]=2)=[O:18].